Dataset: Full USPTO retrosynthesis dataset with 1.9M reactions from patents (1976-2016). Task: Predict the reactants needed to synthesize the given product. (1) Given the product [Br:30][CH2:31][CH2:32][CH2:33][O:1][C:2]1[C:27]([O:28][CH3:29])=[CH:26][C:5]2[C:6]3[N:11]([CH:12]([C:14]([CH3:18])([CH3:19])[CH2:15][O:16][CH3:17])[CH2:13][C:4]=2[CH:3]=1)[CH:10]=[C:9]([C:20]([O:22][CH2:23][CH3:24])=[O:21])[C:8](=[O:25])[CH:7]=3, predict the reactants needed to synthesize it. The reactants are: [OH:1][C:2]1[C:27]([O:28][CH3:29])=[CH:26][C:5]2[C:6]3[N:11]([CH:12]([C:14]([CH3:19])([CH3:18])[CH2:15][O:16][CH3:17])[CH2:13][C:4]=2[CH:3]=1)[CH:10]=[C:9]([C:20]([O:22][CH2:23][CH3:24])=[O:21])[C:8](=[O:25])[CH:7]=3.[Br:30][CH2:31][CH2:32][CH2:33]Br.C([O-])([O-])=O.[K+].[K+]. (2) The reactants are: C(N(CC)CC)C.Cl[C:9]1[CH:16]=[CH:15][C:12]([C:13]#[N:14])=[CH:11][N:10]=1.[NH:17]1[CH2:22][CH2:21][CH2:20][C@@H:19]([NH:23][C:24]2[CH:29]=[CH:28][N:27]=[C:26]([C:30]3[N:34]4[CH:35]=[C:36]([C:39]#[N:40])[CH:37]=[CH:38][C:33]4=[N:32][CH:31]=3)[N:25]=2)[CH2:18]1. Given the product [C:13]([C:12]1[CH:15]=[CH:16][C:9]([N:17]2[CH2:22][CH2:21][CH2:20][C@@H:19]([NH:23][C:24]3[CH:29]=[CH:28][N:27]=[C:26]([C:30]4[N:34]5[CH:35]=[C:36]([C:39]#[N:40])[CH:37]=[CH:38][C:33]5=[N:32][CH:31]=4)[N:25]=3)[CH2:18]2)=[N:10][CH:11]=1)#[N:14], predict the reactants needed to synthesize it. (3) Given the product [F:16][C:2]([F:1])([F:17])[C:3]1[S:7][C:6]2=[N:8][C:9]([C:11]([OH:13])=[O:12])=[CH:10][N:5]2[CH:4]=1, predict the reactants needed to synthesize it. The reactants are: [F:1][C:2]([F:17])([F:16])[C:3]1[S:7][C:6]2=[N:8][C:9]([C:11]([O:13]CC)=[O:12])=[CH:10][N:5]2[CH:4]=1.B(Br)(Br)Br. (4) The reactants are: Cl[C:2]1[N:10]=[C:9]2[C:5]([N:6]=[CH:7][N:8]2[CH3:11])=[C:4]([O:12][C:13]2[CH:18]=[CH:17][C:16]([Cl:19])=[CH:15][CH:14]=2)[N:3]=1.O.[NH2:21][NH2:22]. Given the product [Cl:19][C:16]1[CH:17]=[CH:18][C:13]([O:12][C:4]2[N:3]=[C:2]([NH:21][NH2:22])[N:10]=[C:9]3[C:5]=2[N:6]=[CH:7][N:8]3[CH3:11])=[CH:14][CH:15]=1, predict the reactants needed to synthesize it. (5) Given the product [F:16][C:17]([F:36])([F:35])[S:18]([O:1][C:2]1[CH:7]=[CH:6][CH:5]=[CH:4][C:3]=1[C:8]1[CH:9]=[CH:10][C:11](=[O:15])[N:12]([CH3:14])[N:13]=1)(=[O:20])=[O:19], predict the reactants needed to synthesize it. The reactants are: [OH:1][C:2]1[CH:7]=[CH:6][CH:5]=[CH:4][C:3]=1[C:8]1[CH:9]=[CH:10][C:11](=[O:15])[N:12]([CH3:14])[N:13]=1.[F:16][C:17]([F:36])([F:35])[S:18](N(C1C=CC=CC=1)[S:18]([C:17]([F:36])([F:35])[F:16])(=[O:20])=[O:19])(=[O:20])=[O:19].C(N(CC)CC)C. (6) Given the product [Cl:22][C:19]1[CH:20]=[C:21]2[C:16](=[CH:17][CH:18]=1)[NH:15][CH:14]=[C:13]2[CH2:12][CH2:11][NH:10][C:8]([C:5]1[CH:4]=[C:3]([CH2:2][C:28]2[CH:29]=[CH:30][C:25]([C:23]#[N:24])=[CH:26][CH:27]=2)[O:7][N:6]=1)=[O:9], predict the reactants needed to synthesize it. The reactants are: Br[CH2:2][C:3]1[O:7][N:6]=[C:5]([C:8]([NH:10][CH2:11][CH2:12][C:13]2[C:21]3[C:16](=[CH:17][CH:18]=[C:19]([Cl:22])[CH:20]=3)[NH:15][CH:14]=2)=[O:9])[CH:4]=1.[C:23]([C:25]1[CH:30]=[CH:29][C:28](B(O)O)=[CH:27][CH:26]=1)#[N:24].C(=O)([O-])[O-].[Na+].[Na+]. (7) Given the product [O:13]=[C:11]1[NH:10][C:9](=[O:14])[C:8](=[CH:7][C:6]2[CH:15]=[CH:16][C:3]([C:1]3[NH:27][C:22]4[CH:21]=[C:20]([N+:17]([O-:19])=[O:18])[CH:25]=[CH:24][C:23]=4[N:26]=3)=[CH:4][CH:5]=2)[S:12]1, predict the reactants needed to synthesize it. The reactants are: [CH:1]([C:3]1[CH:16]=[CH:15][C:6]([CH:7]=[C:8]2[S:12][C:11](=[O:13])[NH:10][C:9]2=[O:14])=[CH:5][CH:4]=1)=O.[N+:17]([C:20]1[CH:25]=[CH:24][C:23]([NH2:26])=[C:22]([NH2:27])[CH:21]=1)([O-:19])=[O:18]. (8) Given the product [Cl:1][C:2]1[C:7]([NH:8][C:12](=[O:13])[O:14][CH2:15][CH3:16])=[CH:6][CH:5]=[CH:4][N:3]=1, predict the reactants needed to synthesize it. The reactants are: [Cl:1][C:2]1[C:7]([NH2:8])=[CH:6][CH:5]=[CH:4][N:3]=1.[OH-].[Na+].Cl[C:12]([O:14][CH2:15][CH3:16])=[O:13]. (9) Given the product [Cl:12][C:10]1[CH:11]=[C:2]([NH:1][CH2:32][C:30]2[CH:31]=[C:25]3[O:24][CH2:28][CH2:27][N:26]3[N:29]=2)[CH:3]=[C:4]2[C:9]=1[N:8]=[CH:7][C:6]([C:13]#[N:14])=[C:5]2[NH:15][C:16]1[CH:21]=[CH:20][C:19]([F:22])=[C:18]([Cl:23])[CH:17]=1, predict the reactants needed to synthesize it. The reactants are: [NH2:1][C:2]1[CH:3]=[C:4]2[C:9](=[C:10]([Cl:12])[CH:11]=1)[N:8]=[CH:7][C:6]([C:13]#[N:14])=[C:5]2[NH:15][C:16]1[CH:21]=[CH:20][C:19]([F:22])=[C:18]([Cl:23])[CH:17]=1.[O:24]1[CH2:28][CH2:27][N:26]2[N:29]=[C:30]([CH:32]=O)[CH:31]=[C:25]12.[BH3-]C#N.[Na+]. (10) Given the product [CH3:20][N:21]([CH2:22][CH2:23][C:24]1[CH:29]=[CH:28][CH:27]=[CH:26][N:25]=1)[CH2:2][C:3]([NH:5][C:6]1[CH:19]=[CH:18][C:9]2[O:10][C:11]3[CH2:17][CH2:16][CH2:15][CH2:14][CH2:13][C:12]=3[C:8]=2[CH:7]=1)=[O:4], predict the reactants needed to synthesize it. The reactants are: Cl[CH2:2][C:3]([NH:5][C:6]1[CH:19]=[CH:18][C:9]2[O:10][C:11]3[CH2:17][CH2:16][CH2:15][CH2:14][CH2:13][C:12]=3[C:8]=2[CH:7]=1)=[O:4].[CH3:20][NH:21][CH2:22][CH2:23][C:24]1[CH:29]=[CH:28][CH:27]=[CH:26][N:25]=1.C(=O)([O-])[O-].[Cs+].[Cs+].FC(F)(F)C(O)=O.